From a dataset of Forward reaction prediction with 1.9M reactions from USPTO patents (1976-2016). Predict the product of the given reaction. (1) Given the reactants Cl[C:2]1[N:7]=[C:6]2[N:8]([CH3:11])[N:9]=[CH:10][C:5]2=[C:4]([OH:12])[N:3]=1.[Cl:13][CH2:14][CH:15]([O:18][C:19]1[CH:24]=[C:23]([F:25])[C:22]([N:26]2[CH2:31][CH2:30][NH:29][CH2:28][CH2:27]2)=[C:21]([F:32])[CH:20]=1)[CH2:16][OH:17].CCN(C(C)C)C(C)C, predict the reaction product. The product is: [Cl:13][CH2:14][CH:15]([O:18][C:19]1[CH:24]=[C:23]([F:25])[C:22]([N:26]2[CH2:27][CH2:28][N:29]([C:2]3[N:7]=[C:6]4[N:8]([CH3:11])[N:9]=[CH:10][C:5]4=[C:4]([OH:12])[N:3]=3)[CH2:30][CH2:31]2)=[C:21]([F:32])[CH:20]=1)[CH2:16][OH:17]. (2) Given the reactants [CH3:1][N:2]1[CH2:6][CH2:5][CH2:4][C@H:3]1[C:7]1[CH2:8][C:9]([CH:13]=[O:14])=[CH:10][NH:11][CH:12]=1.[S], predict the reaction product. The product is: [CH3:1][N:2]1[CH2:6][CH2:5][CH2:4][CH:3]1[C:7]1[CH:8]=[C:9]([CH:13]=[O:14])[CH:10]=[N:11][CH:12]=1. (3) Given the reactants Br[C:2]1[CH:7]=[CH:6][CH:5]=[C:4]([CH3:8])[N:3]=1.C([Sn](CCCC)(CCCC)[C:14]1[N:18]2[CH:19]=[CH:20][C:21]([C:23]([F:26])([F:25])[F:24])=[N:22][C:17]2=[N:16][CH:15]=1)CCC, predict the reaction product. The product is: [CH3:8][C:4]1[N:3]=[C:2]([C:14]2[N:18]3[CH:19]=[CH:20][C:21]([C:23]([F:24])([F:25])[F:26])=[N:22][C:17]3=[N:16][CH:15]=2)[CH:7]=[CH:6][CH:5]=1. (4) Given the reactants [C:1]1([C:10]2[CH:15]=[CH:14][CH:13]=[CH:12][CH:11]=2)[C:2]([C:7]([OH:9])=O)=[CH:3][CH:4]=[CH:5][CH:6]=1.C(Cl)(=O)C(Cl)=O.CN(C)C=O.[C:27]1([C:33]2NN=[N:35][N:34]=2)[CH:32]=[CH:31][CH:30]=[CH:29][CH:28]=1, predict the reaction product. The product is: [C:1]1([C:10]2[CH:15]=[CH:14][CH:13]=[CH:12][CH:11]=2)[CH:6]=[CH:5][CH:4]=[CH:3][C:2]=1[C:7]1[O:9][C:33]([C:27]2[CH:32]=[CH:31][CH:30]=[CH:29][CH:28]=2)=[N:34][N:35]=1.